This data is from Catalyst prediction with 721,799 reactions and 888 catalyst types from USPTO. The task is: Predict which catalyst facilitates the given reaction. (1) Reactant: [C:1]([N:8]1[CH2:13][CH2:12][N:11]([C:14]2[CH:19]=[CH:18][CH:17]=[CH:16][C:15]=2[O:20][CH2:21][C:22]([NH2:25])([CH3:24])[CH3:23])[CH2:10][CH2:9]1)([O:3][C:4]([CH3:7])([CH3:6])[CH3:5])=[O:2].CCN(CC)CC.[CH3:33][S:34](Cl)(=[O:36])=[O:35]. Product: [C:1]([N:8]1[CH2:13][CH2:12][N:11]([C:14]2[CH:19]=[CH:18][CH:17]=[CH:16][C:15]=2[O:20][CH2:21][C:22]([NH:25][S:34]([CH3:33])(=[O:36])=[O:35])([CH3:24])[CH3:23])[CH2:10][CH2:9]1)([O:3][C:4]([CH3:7])([CH3:6])[CH3:5])=[O:2]. The catalyst class is: 2. (2) Reactant: C[O:2][C:3]1(OC)[CH2:8][CH2:7][C:6]([CH2:10][OH:11])([CH3:9])[CH2:5][CH2:4]1.C([O-])(O)=O.[Na+]. The catalyst class is: 86. Product: [OH:11][CH2:10][C:6]1([CH3:9])[CH2:7][CH2:8][C:3](=[O:2])[CH2:4][CH2:5]1. (3) Reactant: [CH:1]1([C:4](=O)[CH2:5][C:6]#[N:7])[CH2:3][CH2:2]1.[NH:9]([CH2:11][CH2:12][OH:13])[NH2:10]. Product: [NH2:7][C:6]1[N:9]([CH2:11][CH2:12][OH:13])[N:10]=[C:4]([CH:1]2[CH2:3][CH2:2]2)[CH:5]=1. The catalyst class is: 8. (4) Reactant: [CH3:1][C:2]1([CH3:10])[CH2:7][O:6][CH:5]([CH2:8][OH:9])[CH2:4][O:3]1.[CH3:11][S:12](Cl)(=[O:14])=[O:13].C([O-])(O)=O.[Na+]. Product: [CH3:11][S:12]([O:9][CH2:8][CH:5]1[CH2:4][O:3][C:2]([CH3:10])([CH3:1])[CH2:7][O:6]1)(=[O:14])=[O:13]. The catalyst class is: 2. (5) Reactant: [F:1][C:2]1[CH:7]=[CH:6][C:5]([CH:8]2[C:17]3[C:12](=[CH:13][C:14]([C:18]4[N:23]=[N:22][C:21]([N:24](C)[C:25](=O)OC(C)(C)C)=[CH:20][CH:19]=4)=[CH:15][CH:16]=3)[CH2:11][N:10](C)[CH2:9]2)=[CH:4][CH:3]=1.CN(C1C2C(N(C)C)=CC=CC=2C=CC=1)C.ClC(OC(Cl)C)=O. Product: [F:1][C:2]1[CH:3]=[CH:4][C:5]([CH:8]2[C:17]3[C:12](=[CH:13][C:14]([C:18]4[N:23]=[N:22][C:21]([NH:24][CH3:25])=[CH:20][CH:19]=4)=[CH:15][CH:16]=3)[CH2:11][NH:10][CH2:9]2)=[CH:6][CH:7]=1. The catalyst class is: 26. (6) Reactant: [NH2:1][C:2]1[CH:3]=[C:4]2[C:8](=[CH:9][CH:10]=1)[NH:7][N:6]=[CH:5]2.CC(C)([O-])C.[K+].C(S[C:20]1[C:29]2[C:24](=[CH:25][CH:26]=[CH:27][CH:28]=2)[N:23]=[C:22]([C:30]2[CH:35]=[CH:34][C:33]([C:36]3[CH:41]=[CH:40][CH:39]=[CH:38][CH:37]=3)=[C:32]([F:42])[CH:31]=2)[N:21]=1)C.CO.ClCCl. Product: [NH:7]1[C:8]2[C:4](=[CH:3][C:2]([NH:1][C:20]3[C:29]4[C:24](=[CH:25][CH:26]=[CH:27][CH:28]=4)[N:23]=[C:22]([C:30]4[CH:35]=[CH:34][C:33]([C:36]5[CH:37]=[CH:38][CH:39]=[CH:40][CH:41]=5)=[C:32]([F:42])[CH:31]=4)[N:21]=3)=[CH:10][CH:9]=2)[CH:5]=[N:6]1. The catalyst class is: 9. (7) The catalyst class is: 1. Product: [CH3:4][S:1]([O:6][C@H:7]1[CH2:8][CH2:9][C@H:10]([N:13]2[CH2:18][CH2:17][N:16]([CH3:19])[C:15](=[O:20])[CH2:14]2)[CH2:11][CH2:12]1)(=[O:3])=[O:2]. Reactant: [S:1](Cl)([CH3:4])(=[O:3])=[O:2].[OH:6][C@H:7]1[CH2:12][CH2:11][C@H:10]([N:13]2[CH2:18][CH2:17][N:16]([CH3:19])[C:15](=[O:20])[CH2:14]2)[CH2:9][CH2:8]1.C(N(CC)CC)C. (8) Reactant: [H-].[Al+3].[Li+].[H-].[H-].[H-].[Cl-].[Al+3].[Cl-].[Cl-].[CH3:11][O:12][C:13]1[CH:18]=[CH:17][C:16]([C:19](=O)[C@H:20]([C:22]2[CH:27]=[CH:26][CH:25]=[CH:24][CH:23]=2)[CH3:21])=[CH:15][CH:14]=1.Cl. Product: [CH3:11][O:12][C:13]1[CH:18]=[CH:17][C:16]([CH2:19][C@H:20]([C:22]2[CH:27]=[CH:26][CH:25]=[CH:24][CH:23]=2)[CH3:21])=[CH:15][CH:14]=1. The catalyst class is: 27. (9) Reactant: [OH:1][CH2:2][C:3]1[C:4]([C:16]2[CH:21]=[CH:20][CH:19]=[CH:18][C:17]=2[O:22][CH3:23])=[CH:5][CH:6]=[C:7]2[C:12]=1[NH:11][C:10](=[O:13])[C:9]([CH3:15])([CH3:14])[NH:8]2.C(N(CC)CC)C.[C:31](Cl)(=[O:38])[C:32]1[CH:37]=[CH:36][CH:35]=[CH:34][CH:33]=1.C(OCC)(=O)C. Product: [C:31]([O:1][CH2:2][C:3]1[C:4]([C:16]2[CH:21]=[CH:20][CH:19]=[CH:18][C:17]=2[O:22][CH3:23])=[CH:5][CH:6]=[C:7]2[C:12]=1[NH:11][C:10](=[O:13])[C:9]([CH3:14])([CH3:15])[NH:8]2)(=[O:38])[C:32]1[CH:37]=[CH:36][CH:35]=[CH:34][CH:33]=1. The catalyst class is: 30.